This data is from Peptide-MHC class II binding affinity with 134,281 pairs from IEDB. The task is: Regression. Given a peptide amino acid sequence and an MHC pseudo amino acid sequence, predict their binding affinity value. This is MHC class II binding data. (1) The peptide sequence is AYAQRVYQANRAAGS. The MHC is DRB4_0101 with pseudo-sequence DRB4_0103. The binding affinity (normalized) is 0.358. (2) The peptide sequence is KLPWKNESSIKVIKQ. The MHC is DRB4_0101 with pseudo-sequence DRB4_0103. The binding affinity (normalized) is 0.465. (3) The peptide sequence is FVHLGHRDNIEDDLL. The MHC is DRB1_0901 with pseudo-sequence DRB1_0901. The binding affinity (normalized) is 0.180. (4) The peptide sequence is FDNIYSVNIERGLGL. The MHC is DRB3_0101 with pseudo-sequence DRB3_0101. The binding affinity (normalized) is 0.439. (5) The peptide sequence is ISEAGQAMASTEGNV. The MHC is DRB1_0802 with pseudo-sequence DRB1_0802. The binding affinity (normalized) is 0.304.